From a dataset of Catalyst prediction with 721,799 reactions and 888 catalyst types from USPTO. Predict which catalyst facilitates the given reaction. (1) Reactant: [C:1]([O:5][C:6]([NH:8][CH2:9][C:10]1([C:17]([OH:19])=O)[C:12]2([CH2:16][CH2:15][CH2:14][CH2:13]2)[CH2:11]1)=[O:7])([CH3:4])([CH3:3])[CH3:2].C1C=CC2N(O)N=[N:26]C=2C=1.CN1CCOCC1.C(Cl)CCl.[OH-].[NH4+]. Product: [C:1]([O:5][C:6](=[O:7])[NH:8][CH2:9][C:10]1([C:17](=[O:19])[NH2:26])[C:12]2([CH2:16][CH2:15][CH2:14][CH2:13]2)[CH2:11]1)([CH3:4])([CH3:3])[CH3:2]. The catalyst class is: 1. (2) Reactant: Cl[C:2]1[C:7]([O:8][CH2:9][CH:10]2[CH2:12][CH2:11]2)=[CH:6][N:5]=[C:4]([CH2:13][S:14]([CH3:17])(=[O:16])=[O:15])[N:3]=1.[CH3:18][N:19]1[CH:28]=[C:27](B2OC(C)(C)C(C)(C)O2)[C:26]2[C:21](=[CH:22][CH:23]=[CH:24][CH:25]=2)[C:20]1=[O:38].[O-]P([O-])([O-])=O.[K+].[K+].[K+].N#N. Product: [CH:10]1([CH2:9][O:8][C:7]2[C:2]([C:27]3[C:26]4[C:21](=[CH:22][CH:23]=[CH:24][CH:25]=4)[C:20](=[O:38])[N:19]([CH3:18])[CH:28]=3)=[N:3][C:4]([CH2:13][S:14]([CH3:17])(=[O:16])=[O:15])=[N:5][CH:6]=2)[CH2:12][CH2:11]1. The catalyst class is: 117. (3) Reactant: [NH2:1][C@@H:2]1[CH2:7][CH2:6][C@H:5]([C:8]([OH:10])=[O:9])[CH2:4][CH2:3]1.[OH-].[Na+].[C:13](O[C:13]([O:15][C:16]([CH3:19])([CH3:18])[CH3:17])=[O:14])([O:15][C:16]([CH3:19])([CH3:18])[CH3:17])=[O:14]. The catalyst class is: 1. Product: [C:16]([O:15][C:13]([NH:1][C@@H:2]1[CH2:7][CH2:6][C@H:5]([C:8]([OH:10])=[O:9])[CH2:4][CH2:3]1)=[O:14])([CH3:19])([CH3:18])[CH3:17]. (4) Reactant: [CH3:1][N:2]1[CH2:8][CH2:7][CH2:6][N:5]([C:9]2[C:14]([C:15]3[CH:16]=[CH:17][C:18]4[C:19]5[N:33](C6CCCCO6)[N:32]=[CH:31][C:20]=5[C:21](=[O:30])[N:22]([CH2:25][C:26]([F:29])([F:28])[F:27])[C:23]=4[CH:24]=3)=[CH:13][CH:12]=[CH:11][N:10]=2)[CH2:4][CH2:3]1.CN1CCCN(C2C(C3C=CC4C5NN(C6CCCCO6)CC=5C(=O)N(CC(F)(F)F)C=4C=3)=CC=CN=2)CC1.[ClH:79]. Product: [ClH:79].[CH3:1][N:2]1[CH2:8][CH2:7][CH2:6][N:5]([C:9]2[C:14]([C:15]3[CH:16]=[CH:17][C:18]4[C:19]5[NH:33][N:32]=[CH:31][C:20]=5[C:21](=[O:30])[N:22]([CH2:25][C:26]([F:28])([F:27])[F:29])[C:23]=4[CH:24]=3)=[CH:13][CH:12]=[CH:11][N:10]=2)[CH2:4][CH2:3]1. The catalyst class is: 6. (5) Reactant: [CH2:1]([C:3]1([CH2:7][O:8][CH2:9][CH2:10][CH2:11][CH2:12][CH2:13][CH2:14][C:15]2[S:16][CH:17]=[CH:18][CH:19]=2)[CH2:6][O:5][CH2:4]1)[CH3:2].C([Li])CCC.[BH:25]([OH:27])[OH:26].O[C:29]([C:32](O)([CH3:34])[CH3:33])([CH3:31])[CH3:30]. Product: [CH2:1]([C:3]1([CH2:7][O:8][CH2:9][CH2:10][CH2:11][CH2:12][CH2:13][CH2:14][C:15]2[S:16][C:17]([B:25]3[O:27][C:32]([CH3:34])([CH3:33])[C:29]([CH3:31])([CH3:30])[O:26]3)=[CH:18][CH:19]=2)[CH2:4][O:5][CH2:6]1)[CH3:2]. The catalyst class is: 1. (6) Reactant: [CH2:1]([NH2:4])[CH:2]=[CH2:3].[CH3:5][C:6]([O:9][C:10](O[C:10]([O:9][C:6]([CH3:8])([CH3:7])[CH3:5])=[O:11])=[O:11])([CH3:8])[CH3:7].N1C=CN=C1. Product: [CH2:1]([NH:4][C:10](=[O:11])[O:9][C:6]([CH3:8])([CH3:7])[CH3:5])[CH:2]=[CH2:3]. The catalyst class is: 14. (7) Reactant: [N:1]1[CH:6]=[CH:5][CH:4]=[CH:3][C:2]=1[CH:7]1[CH2:11][CH2:10][C:9](=[O:12])[CH2:8]1.[BH4-].[Na+]. Product: [N:1]1[CH:6]=[CH:5][CH:4]=[CH:3][C:2]=1[C@@H:7]1[CH2:11][CH2:10][C@H:9]([OH:12])[CH2:8]1. The catalyst class is: 5.